Dataset: Full USPTO retrosynthesis dataset with 1.9M reactions from patents (1976-2016). Task: Predict the reactants needed to synthesize the given product. (1) Given the product [O:25]1[CH2:26][CH:27]=[C:28]([C:2]2[N:7]=[C:6]([O:8][CH3:9])[C:5]3[O:10][C:11]4[C:16]([C@@:17]5([CH2:22][CH2:21][O:20][C:19]([NH2:23])=[N:18]5)[C:4]=3[CH:3]=2)=[CH:15][C:14]([NH2:24])=[CH:13][CH:12]=4)[CH2:29][CH2:30]1, predict the reactants needed to synthesize it. The reactants are: Cl[C:2]1[N:7]=[C:6]([O:8][CH3:9])[C:5]2[O:10][C:11]3[C:16]([C@@:17]4([CH2:22][CH2:21][O:20][C:19]([NH2:23])=[N:18]4)[C:4]=2[CH:3]=1)=[CH:15][C:14]([NH2:24])=[CH:13][CH:12]=3.[O:25]1[CH2:30][CH:29]=[C:28](B2OC(C)(C)C(C)(C)O2)[CH2:27][CH2:26]1.[O-]P([O-])([O-])=O.[K+].[K+].[K+].O. (2) Given the product [C:11]1([NH:5][C:4]2[CH:6]=[CH:7][C:8]([CH3:9])=[C:2]([CH3:1])[CH:3]=2)[CH:16]=[CH:15][CH:14]=[CH:13][CH:12]=1, predict the reactants needed to synthesize it. The reactants are: [CH3:1][C:2]1[CH:3]=[C:4]([CH:6]=[CH:7][C:8]=1[CH3:9])[NH2:5].Br[C:11]1[CH:16]=[CH:15][CH:14]=[CH:13][CH:12]=1.CC(C)([O-])C.[Na+]. (3) Given the product [Cl:1][C:2]1[CH:3]=[C:4]([C:10]2[CH:14]=[CH:13][N:12]([CH2:15][C@@H:16]([NH:18][C:19]([C:21]3[N:22]=[CH:23][N:24]([CH2:29][CH3:30])[CH:25]=3)=[O:20])[CH3:17])[N:11]=2)[CH:5]=[CH:6][C:7]=1[C:8]#[N:9], predict the reactants needed to synthesize it. The reactants are: [Cl:1][C:2]1[CH:3]=[C:4]([C:10]2[CH:14]=[CH:13][N:12]([CH2:15][C@@H:16]([NH:18][C:19]([C:21]3[N:22]=[CH:23][NH:24][CH:25]=3)=[O:20])[CH3:17])[N:11]=2)[CH:5]=[CH:6][C:7]=1[C:8]#[N:9].[H-].[Na+].I[CH2:29][CH3:30]. (4) Given the product [F:33][C:31]([F:34])([F:32])[C:23]1[CH:22]=[C:21]([C@H:19]([O:18][C@H:8]2[CH2:7][N:6]3[C@@H:10]([CH:2]([NH:1][C:46](=[O:47])[O:48][CH3:49])[CH2:3][CH2:4][C:5]3=[O:35])[C@@H:9]2[C:11]2[CH:16]=[CH:15][C:14]([F:17])=[CH:13][CH:12]=2)[CH3:20])[CH:26]=[C:25]([C:27]([F:28])([F:29])[F:30])[CH:24]=1, predict the reactants needed to synthesize it. The reactants are: [NH2:1][CH:2]1[C@@H:10]2[N:6]([CH2:7][C@H:8]([O:18][C@@H:19]([C:21]3[CH:26]=[C:25]([C:27]([F:30])([F:29])[F:28])[CH:24]=[C:23]([C:31]([F:34])([F:33])[F:32])[CH:22]=3)[CH3:20])[C@H:9]2[C:11]2[CH:16]=[CH:15][C:14]([F:17])=[CH:13][CH:12]=2)[C:5](=[O:35])[CH2:4][CH2:3]1.C(N(C(C)C)CC)(C)C.Cl[C:46]([O:48][CH3:49])=[O:47]. (5) The reactants are: [CH3:1][C:2]([C:4]1[CH:9]=[C:8]([F:10])[C:7]([F:11])=[C:6]([F:12])[CH:5]=1)=[O:3].B(Cl)([C@@H]1[C@@H](C)[C@@H]2C(C)(C)[C@@H](C2)C1)[C@@H]1[C@@H](C)[C@@H]2C(C)(C)[C@@H](C2)C1. Given the product [F:10][C:8]1[CH:9]=[C:4]([C@H:2]([OH:3])[CH3:1])[CH:5]=[C:6]([F:12])[C:7]=1[F:11], predict the reactants needed to synthesize it. (6) Given the product [CH2:18]([O:17][P:12]([CH2:11][CH:6]([CH2:7][CH:8]([CH3:10])[CH3:9])[CH2:5][C:4]([OH:20])=[O:3])([O:14][CH2:15][CH3:16])=[O:13])[CH3:19], predict the reactants needed to synthesize it. The reactants are: C([O:3][C:4](=[O:20])[CH2:5][CH:6]([CH2:11][P:12]([O:17][CH2:18][CH3:19])([O:14][CH2:15][CH3:16])=[O:13])[CH2:7][CH:8]([CH3:10])[CH3:9])C.Cl. (7) Given the product [CH3:11][N:10]([CH3:12])[CH2:9][CH2:8][O:7][C:6]1[CH:13]=[CH:14][C:15]([NH2:16])=[C:4]([O:3][CH2:1][CH3:2])[CH:5]=1, predict the reactants needed to synthesize it. The reactants are: [CH2:1]([O:3][C:4]1[CH:5]=[C:6]([CH:13]=[CH:14][C:15]=1[N+:16]([O-])=O)[O:7][CH2:8][CH2:9][N:10]([CH3:12])[CH3:11])[CH3:2]. (8) Given the product [NH:33]1[CH2:32][CH:31]([NH:30][C:9]2[N:8]=[C:7]([N:1]3[CH2:6][CH2:5][O:4][CH2:3][CH2:2]3)[N:12]=[C:11]([C:13]3[CH:14]=[CH:15][C:16]([NH:19][C:20]([NH:21][C:22]4[CH:27]=[CH:26][C:25]([F:28])=[CH:24][CH:23]=4)=[O:29])=[CH:17][CH:18]=3)[N:10]=2)[CH2:34]1, predict the reactants needed to synthesize it. The reactants are: [N:1]1([C:7]2[N:12]=[C:11]([C:13]3[CH:18]=[CH:17][C:16]([NH:19][C:20](=[O:29])[NH:21][C:22]4[CH:27]=[CH:26][C:25]([F:28])=[CH:24][CH:23]=4)=[CH:15][CH:14]=3)[N:10]=[C:9]([NH:30][CH:31]3[CH2:34][N:33](C(OC(C)(C)C)=O)[CH2:32]3)[N:8]=2)[CH2:6][CH2:5][O:4][CH2:3][CH2:2]1.C(O)(C(F)(F)F)=O. (9) Given the product [O:23]=[C:20]1[CH:19]=[CH:18][C:17]([C:15]2[O:14][N:13]=[C:12]([C:9]3[CH:10]=[CH:11][C:6]([C:3]([CH3:5])([CH3:4])[C:2]([F:1])([F:24])[F:25])=[CH:7][CH:8]=3)[N:16]=2)=[CH:22][N:21]1[CH2:27][C:28]1[CH:29]=[C:30]([CH:35]=[CH:36][CH:37]=1)[C:31]([O:33][CH3:34])=[O:32], predict the reactants needed to synthesize it. The reactants are: [F:1][C:2]([F:25])([F:24])[C:3]([C:6]1[CH:11]=[CH:10][C:9]([C:12]2[N:16]=[C:15]([C:17]3[CH:18]=[CH:19][C:20](=[O:23])[NH:21][CH:22]=3)[O:14][N:13]=2)=[CH:8][CH:7]=1)([CH3:5])[CH3:4].Br[CH2:27][C:28]1[CH:29]=[C:30]([CH:35]=[CH:36][CH:37]=1)[C:31]([O:33][CH3:34])=[O:32]. (10) The reactants are: [CH3:1][O:2][CH2:3][CH2:4][O:5][C:6]1[CH:7]=[C:8]2[C:12](=[C:13]([N:15]([CH3:25])[S:16]([C:19]3[CH:24]=[CH:23][CH:22]=[CH:21][N:20]=3)(=[O:18])=[O:17])[CH:14]=1)[NH:11][C:10]([C:26]1[S:27][CH2:28][C@H:29]([C:31](OC)=[O:32])[N:30]=1)=[CH:9]2.C1(P(=O)(C2C=CC=CC=2)C2C=CC=CC=2)C=CC=CC=1.[BH4-].[Na+].CO. Given the product [OH:32][CH2:31][C@H:29]1[CH2:28][S:27][C:26]([C:10]2[NH:11][C:12]3[C:8]([CH:9]=2)=[CH:7][C:6]([O:5][CH2:4][CH2:3][O:2][CH3:1])=[CH:14][C:13]=3[N:15]([CH3:25])[S:16]([C:19]2[CH:24]=[CH:23][CH:22]=[CH:21][N:20]=2)(=[O:17])=[O:18])=[N:30]1, predict the reactants needed to synthesize it.